Task: Predict the reactants needed to synthesize the given product.. Dataset: Full USPTO retrosynthesis dataset with 1.9M reactions from patents (1976-2016) (1) Given the product [C:1]([O:5][C:6]([N:8]1[CH2:9][CH:10]=[C:11]([C:14]2[NH:31][C:17]3=[N:18][CH:19]=[CH:20][C:21]([C:22]4[CH:27]=[CH:26][C:25]([CH2:28][NH:29][C:41]([C:39]5[O:40][C:36]([C:32]([CH3:35])([CH3:34])[CH3:33])=[N:37][N:38]=5)=[O:42])=[C:24]([F:30])[CH:23]=4)=[C:16]3[N:15]=2)[CH2:12][CH2:13]1)=[O:7])([CH3:4])([CH3:2])[CH3:3], predict the reactants needed to synthesize it. The reactants are: [C:1]([O:5][C:6]([N:8]1[CH2:13][CH:12]=[C:11]([C:14]2[NH:31][C:17]3=[N:18][CH:19]=[CH:20][C:21]([C:22]4[CH:27]=[CH:26][C:25]([CH2:28][NH2:29])=[C:24]([F:30])[CH:23]=4)=[C:16]3[N:15]=2)[CH2:10][CH2:9]1)=[O:7])([CH3:4])([CH3:3])[CH3:2].[C:32]([C:36]1[O:40][C:39]([C:41](O)=[O:42])=[N:38][N:37]=1)([CH3:35])([CH3:34])[CH3:33].CCN(C(C)C)C(C)C.C(P1(=O)OP(=O)(CCC)OP(=O)(CCC)O1)CC. (2) Given the product [CH3:1][C:2]1[CH:3]=[CH:4][C:5]2[N:6]([C:8]([CH2:18][C:19]([OH:21])=[O:20])=[C:9]([C:11]3[CH:16]=[CH:15][C:14]([CH3:17])=[CH:13][CH:12]=3)[N:10]=2)[CH:7]=1, predict the reactants needed to synthesize it. The reactants are: [CH3:1][C:2]1[CH:3]=[CH:4][C:5]2[N:6]([CH:8]([C:18](=O)[C:19]([OH:21])=[O:20])[CH:9]([C:11]3[CH:16]=[CH:15][C:14]([CH3:17])=[CH:13][CH:12]=3)[N:10]=2)[CH:7]=1.C(O)COCCO.O.NN.[OH-].[K+]. (3) Given the product [CH3:22][C:21]([CH3:24])([CH3:23])[C:20]([N:12]=[C:5]([O:4][CH2:2][CH3:3])[CH2:6][C:7]([O:9][CH2:10][CH3:11])=[O:8])=[O:25], predict the reactants needed to synthesize it. The reactants are: Cl.[CH2:2]([O:4][C:5](=[NH:12])[CH2:6][C:7]([O:9][CH2:10][CH3:11])=[O:8])[CH3:3].C(N(CC)CC)C.[C:20](Cl)(=[O:25])[C:21]([CH3:24])([CH3:23])[CH3:22]. (4) Given the product [C:20]([O:25][CH:1]([O:3][CH2:4][CH3:5])[CH3:2])(=[O:24])[C:21]([CH3:23])=[CH2:22], predict the reactants needed to synthesize it. The reactants are: [CH:1]([O:3][CH2:4][CH3:5])=[CH2:2].C1C2NC3C(=CC=CC=3)SC=2C=CC=1.[C:20]([OH:25])(=[O:24])[C:21]([CH3:23])=[CH2:22].C1(C)C=CC(S([O-])(=O)=O)=CC=1.[NH+]1C=CC=CC=1.C(=O)(O)[O-].[Na+].S([O-])([O-])(=O)=O.[Na+].[Na+].